From a dataset of Reaction yield outcomes from USPTO patents with 853,638 reactions. Predict the reaction yield, written as a fraction of the theoretical maximum amount of product (1.0 means a 100% yield; for example, 0.34 means a 34% yield). (1) The reactants are [Br:1][C:2]1[CH:3]=[CH:4][C:5]([O:8][C:9]2[CH:16]=[CH:15][C:12]([CH:13]=O)=[CH:11][CH:10]=2)=[N:6][CH:7]=1.[CH2:17]([NH2:22])[CH2:18][CH:19]([CH3:21])[CH3:20].[BH-](OC(C)=O)(OC(C)=O)OC(C)=O.[Na+].C(O)(=O)C. The catalyst is ClCCCl. The product is [Br:1][C:2]1[CH:3]=[CH:4][C:5]([O:8][C:9]2[CH:16]=[CH:15][C:12]([CH2:13][NH:22][CH2:17][CH2:18][CH:19]([CH3:21])[CH3:20])=[CH:11][CH:10]=2)=[N:6][CH:7]=1. The yield is 0.500. (2) The catalyst is C1(C)C=CC=CC=1. The product is [Cl:1][C:2]1[CH:3]=[C:4]([C:9]([C:26]([F:27])([F:29])[F:28])=[CH:10][C:11]([C:13]2[CH:14]=[CH:15][C:16]([N:21]3[CH:25]=[N:24][CH:23]=[N:22]3)=[C:17]([CH:20]=2)[C:18]#[N:19])=[O:12])[CH:5]=[C:6]([Cl:8])[CH:7]=1. The reactants are [Cl:1][C:2]1[CH:3]=[C:4]([C:9](O)([C:26]([F:29])([F:28])[F:27])[CH2:10][C:11]([C:13]2[CH:14]=[CH:15][C:16]([N:21]3[CH:25]=[N:24][CH:23]=[N:22]3)=[C:17]([CH:20]=2)[C:18]#[N:19])=[O:12])[CH:5]=[C:6]([Cl:8])[CH:7]=1.S(Cl)(Cl)=O.N1C=CC=CC=1. The yield is 0.994.